From a dataset of Reaction yield outcomes from USPTO patents with 853,638 reactions. Predict the reaction yield, written as a fraction of the theoretical maximum amount of product (1.0 means a 100% yield; for example, 0.34 means a 34% yield). The reactants are Br[CH2:2][CH2:3][CH2:4][CH2:5][CH2:6][C:7]1[S:11][C:10]([NH:12][S:13]([C:16]2[CH:21]=[CH:20][C:19]([CH2:22][CH2:23][CH2:24][CH2:25][CH2:26][CH2:27][CH2:28][CH2:29][CH2:30][CH2:31][CH2:32][CH3:33])=[CH:18][CH:17]=2)(=[O:15])=[O:14])=[N:9][N:8]=1.[CH3:34][NH2:35].C([O-])([O-])=O.[K+].[K+]. The catalyst is CCOCC. The product is [CH2:22]([C:19]1[CH:20]=[CH:21][C:16]([S:13]([NH:12][C:10]2[S:11][C:7]([CH2:6][CH2:5][CH2:4][CH2:3][CH2:2][NH:35][CH3:34])=[N:8][N:9]=2)(=[O:15])=[O:14])=[CH:17][CH:18]=1)[CH2:23][CH2:24][CH2:25][CH2:26][CH2:27][CH2:28][CH2:29][CH2:30][CH2:31][CH2:32][CH3:33]. The yield is 0.610.